Dataset: Reaction yield outcomes from USPTO patents with 853,638 reactions. Task: Predict the reaction yield, written as a fraction of the theoretical maximum amount of product (1.0 means a 100% yield; for example, 0.34 means a 34% yield). (1) The reactants are [Cl:1][S:2]([OH:5])(=O)=[O:3].C[O:7][C:8](=[O:28])[CH:9]=[CH:10][C:11]1[CH:16]=[CH:15][CH:14]=[C:13](S(=O)(=O)NC2C=CC=C(Br)C=2)[CH:12]=1.Cl. No catalyst specified. The product is [Cl:1][S:2]([C:14]1[CH:15]=[CH:16][C:11]([CH:10]=[CH:9][C:8]([OH:28])=[O:7])=[CH:12][CH:13]=1)(=[O:5])=[O:3]. The yield is 0.200. (2) The reactants are CCN(C(C)C)C(C)C.[C:10]1([C:24]2[CH:29]=[CH:28][CH:27]=[CH:26][CH:25]=2)[CH:15]=[CH:14][C:13]([C:16]([N:18]([CH2:20][C:21]([OH:23])=O)[CH3:19])=[O:17])=[CH:12][CH:11]=1.C1C=CC2N(O)N=NC=2C=1.CCN=C=NCCCN(C)C.Cl.[N:52]1([C:58]([C:60]2[CH:65]=[CH:64][CH:63]=[CH:62][C:61]=2[C:66]([F:69])([F:68])[F:67])=[O:59])[CH2:57][CH2:56][NH:55][CH2:54][CH2:53]1. The catalyst is CN(C=O)C.O. The product is [CH3:19][N:18]([CH2:20][C:21](=[O:23])[N:55]1[CH2:56][CH2:57][N:52]([C:58](=[O:59])[C:60]2[CH:65]=[CH:64][CH:63]=[CH:62][C:61]=2[C:66]([F:69])([F:67])[F:68])[CH2:53][CH2:54]1)[C:16]([C:13]1[CH:12]=[CH:11][C:10]([C:24]2[CH:29]=[CH:28][CH:27]=[CH:26][CH:25]=2)=[CH:15][CH:14]=1)=[O:17]. The yield is 0.713. (3) The reactants are [Br:1][C:2]1[S:6][C:5]([CH2:7]Br)=[N:4][C:3]=1[C:9]1[CH:14]=[CH:13][C:12]([O:15][CH3:16])=[CH:11][CH:10]=1.C1C(=O)N(Br)C(=O)C1.CC(N=NC(C#N)(C)C)(C#N)C. The catalyst is C(Cl)(Cl)(Cl)Cl. The product is [Br:1][C:2]1[S:6][C:5]([CH3:7])=[N:4][C:3]=1[C:9]1[CH:14]=[CH:13][C:12]([O:15][CH3:16])=[CH:11][CH:10]=1. The yield is 0.580.